Task: Predict the product of the given reaction.. Dataset: Forward reaction prediction with 1.9M reactions from USPTO patents (1976-2016) The product is: [NH:43]1[C:44]2[CH:49]=[CH:48][CH:47]=[CH:46][C:45]=2[N:50]=[C:12]1[CH:11]([NH:10][C:8](=[O:9])[O:7][C:3]([CH3:6])([CH3:5])[CH3:4])[CH2:15][C:16]1[CH:21]=[CH:20][C:19]([O:22][C:23]([F:26])([F:25])[F:24])=[CH:18][CH:17]=1. Given the reactants N#N.[C:3]([O:7][C:8]([NH:10][CH:11]([CH2:15][C:16]1[CH:21]=[CH:20][C:19]([O:22][C:23]([F:26])([F:25])[F:24])=[CH:18][CH:17]=1)[C:12](O)=O)=[O:9])([CH3:6])([CH3:5])[CH3:4].C(N1CCOCC1)C.CN(C(O[N:43]1N=[N:50][C:45]2[CH:46]=[CH:47][CH:48]=[CH:49][C:44]1=2)=[N+](C)C)C.[B-](F)(F)(F)F.C1(N)C(N)=CC=CC=1, predict the reaction product.